This data is from Forward reaction prediction with 1.9M reactions from USPTO patents (1976-2016). The task is: Predict the product of the given reaction. (1) Given the reactants [F:1][C:2]1([F:30])[CH2:7][CH2:6][N:5]([C:8]([C:10]2[NH:11][C:12]3[C:17]([CH:18]=2)=[CH:16][C:15]([C:19]([N:21]2[CH2:26][CH2:25][N:24]([CH:27]([CH3:29])[CH3:28])[CH2:23][CH2:22]2)=[O:20])=[CH:14][CH:13]=3)=[O:9])[CH2:4][CH2:3]1.[H-].[Na+].Br[CH2:34][C:35]#[N:36], predict the reaction product. The product is: [F:30][C:2]1([F:1])[CH2:7][CH2:6][N:5]([C:8]([C:10]2[N:11]([CH2:34][C:35]#[N:36])[C:12]3[C:17]([CH:18]=2)=[CH:16][C:15]([C:19]([N:21]2[CH2:22][CH2:23][N:24]([CH:27]([CH3:28])[CH3:29])[CH2:25][CH2:26]2)=[O:20])=[CH:14][CH:13]=3)=[O:9])[CH2:4][CH2:3]1. (2) Given the reactants [Br-].[Cl:2][C:3]1[CH:8]=[C:7]([N:9]2[CH2:14][CH2:13][O:12][CH2:11][CH2:10]2)[N:6]=[C:5]([CH2:15][P+:16]([C:29]2[CH:34]=[CH:33][CH:32]=[CH:31][CH:30]=2)([C:23]2[CH:28]=[CH:27][CH:26]=[CH:25][CH:24]=2)[C:17]2[CH:22]=[CH:21][CH:20]=[CH:19][CH:18]=2)[N:4]=1.[CH:35]([C:37]1[CH:38]=[N:39][CH:40]=[CH:41][CH:42]=1)=[O:36].C(N(CC)CC)C, predict the reaction product. The product is: [Cl:2][C:3]1[N:4]=[C:5]([CH:15]=[CH:35][C:37]2[CH:38]=[N:39][CH:40]=[CH:41][CH:42]=2)[N:6]=[C:7]([N:9]2[CH2:10][CH2:11][O:12][CH2:13][CH2:14]2)[CH:8]=1.[C:29]1([P:16](=[O:36])([C:23]2[CH:24]=[CH:25][CH:26]=[CH:27][CH:28]=2)[C:17]2[CH:18]=[CH:19][CH:20]=[CH:21][CH:22]=2)[CH:30]=[CH:31][CH:32]=[CH:33][CH:34]=1. (3) Given the reactants Cl[CH2:2][C:3]([NH:5][C:6]1[N:7]=[C:8]2[CH:13]=[CH:12][C:11]([O:14][C:15]3[CH:16]=[C:17]([NH:21][C:22](=[O:33])[C:23]4[CH:28]=[CH:27][CH:26]=[C:25]([C:29]([F:32])([F:31])[F:30])[CH:24]=4)[CH:18]=[CH:19][CH:20]=3)=[N:10][N:9]2[CH:34]=1)=[O:4].[NH:35]1[CH2:40][CH2:39][O:38][CH2:37][CH2:36]1, predict the reaction product. The product is: [N:35]1([CH2:2][C:3]([NH:5][C:6]2[N:7]=[C:8]3[CH:13]=[CH:12][C:11]([O:14][C:15]4[CH:16]=[C:17]([NH:21][C:22](=[O:33])[C:23]5[CH:28]=[CH:27][CH:26]=[C:25]([C:29]([F:32])([F:31])[F:30])[CH:24]=5)[CH:18]=[CH:19][CH:20]=4)=[N:10][N:9]3[CH:34]=2)=[O:4])[CH2:40][CH2:39][O:38][CH2:37][CH2:36]1. (4) Given the reactants [Cl:1][C:2]1[CH:7]=[N:6][C:5]2=[CH:8][N:9]([CH2:11][C:12]([NH:16][C:17](=[O:29])[C:18]3[CH:23]=[CH:22][C:21]([O:24][C:25]([F:28])([F:27])[F:26])=[CH:20][CH:19]=3)([C:14]#[N:15])[CH3:13])[N:10]=[C:4]2[CH:3]=1.[Br:30]N1C(=O)CCC1=O, predict the reaction product. The product is: [Br:30][C:8]1[N:9]([CH2:11][C:12]([NH:16][C:17](=[O:29])[C:18]2[CH:23]=[CH:22][C:21]([O:24][C:25]([F:26])([F:27])[F:28])=[CH:20][CH:19]=2)([C:14]#[N:15])[CH3:13])[N:10]=[C:4]2[CH:3]=[C:2]([Cl:1])[CH:7]=[N:6][C:5]=12. (5) The product is: [Br:1][C:2]1[CH:3]=[CH:4][C:5]([C:6]2[C:8]3[C:9](=[CH:29][CH:30]=[C:31]([Cl:33])[CH:32]=3)[C:10](=[O:11])[N:12]([CH2:13][C:14]3[CH:19]=[CH:18][C:17]([S:20]([CH3:23])(=[O:22])=[O:21])=[CH:16][CH:15]=3)[C:24]=2[C:25](=[O:28])[CH2:26][CH3:27])=[CH:34][CH:35]=1. Given the reactants [Br:1][C:2]1[CH:35]=[CH:34][C:5]([C:6]([C:8]2[CH:32]=[C:31]([Cl:33])[CH:30]=[CH:29][C:9]=2[C:10]([N:12]([CH2:24][CH:25]([OH:28])[CH2:26][CH3:27])[CH2:13][C:14]2[CH:19]=[CH:18][C:17]([S:20]([CH3:23])(=[O:22])=[O:21])=[CH:16][CH:15]=2)=[O:11])=O)=[CH:4][CH:3]=1.C(N(CC)CC)C, predict the reaction product. (6) Given the reactants [OH:1][B:2]1[C:6]2[CH:7]=[C:8]([OH:12])[CH:9]=[C:10]([CH3:11])[C:5]=2[CH:4]([CH2:13][C:14]([O:16][CH2:17][CH3:18])=[O:15])[O:3]1.Br[C:20]1[S:24][C:23]([C:25]#[N:26])=[N:22][N:21]=1.C(=O)([O-])[O-].[K+].[K+], predict the reaction product. The product is: [C:25]([C:23]1[S:24][C:20]([O:12][C:8]2[CH:9]=[C:10]([CH3:11])[C:5]3[CH:4]([CH2:13][C:14]([O:16][CH2:17][CH3:18])=[O:15])[O:3][B:2]([OH:1])[C:6]=3[CH:7]=2)=[N:21][N:22]=1)#[N:26].